This data is from NCI-60 drug combinations with 297,098 pairs across 59 cell lines. The task is: Regression. Given two drug SMILES strings and cell line genomic features, predict the synergy score measuring deviation from expected non-interaction effect. Drug 1: COC1=C(C=C2C(=C1)N=CN=C2NC3=CC(=C(C=C3)F)Cl)OCCCN4CCOCC4. Drug 2: C1=CC(=CC=C1CCCC(=O)O)N(CCCl)CCCl. Cell line: SK-MEL-28. Synergy scores: CSS=22.9, Synergy_ZIP=-7.98, Synergy_Bliss=1.66, Synergy_Loewe=-6.50, Synergy_HSA=1.13.